Task: Regression. Given a peptide amino acid sequence and an MHC pseudo amino acid sequence, predict their binding affinity value. This is MHC class I binding data.. Dataset: Peptide-MHC class I binding affinity with 185,985 pairs from IEDB/IMGT (1) The peptide sequence is VYINHPFIY. The MHC is HLA-A02:01 with pseudo-sequence HLA-A02:01. The binding affinity (normalized) is 0. (2) The peptide sequence is RSTLANGWY. The MHC is HLA-B46:01 with pseudo-sequence HLA-B46:01. The binding affinity (normalized) is 0.0847. (3) The peptide sequence is AIFQSSMTK. The MHC is HLA-A68:02 with pseudo-sequence HLA-A68:02. The binding affinity (normalized) is 0. (4) The peptide sequence is YTDDYPMYK. The MHC is HLA-A69:01 with pseudo-sequence HLA-A69:01. The binding affinity (normalized) is 0.552. (5) The peptide sequence is RLDARLQVL. The MHC is HLA-A02:01 with pseudo-sequence HLA-A02:01. The binding affinity (normalized) is 0.808. (6) The peptide sequence is FTLTVAWRTA. The MHC is HLA-A02:06 with pseudo-sequence HLA-A02:06. The binding affinity (normalized) is 0.452.